Dataset: Full USPTO retrosynthesis dataset with 1.9M reactions from patents (1976-2016). Task: Predict the reactants needed to synthesize the given product. (1) The reactants are: C(=O)([O-])[O-].[K+].[K+].[C:7]1([CH:14]=[CH:13][CH:12]=[C:10]([OH:11])[CH:9]=1)[OH:8].Br[CH2:16][C:17]1[CH:24]=[CH:23][C:20]([C:21]#[N:22])=[CH:19][CH:18]=1. Given the product [OH:8][C:7]1[CH:9]=[C:10]([CH:12]=[CH:13][CH:14]=1)[O:11][CH2:16][C:17]1[CH:24]=[CH:23][C:20]([C:21]#[N:22])=[CH:19][CH:18]=1, predict the reactants needed to synthesize it. (2) Given the product [O:15]=[C:12]1[NH:11][C:10]2=[C:5]([C:3]([OH:4])=[O:2])[CH:6]=[CH:7][CH:8]=[C:9]2[O:14][CH2:13]1, predict the reactants needed to synthesize it. The reactants are: C[O:2][C:3]([C:5]1[CH:6]=[CH:7][CH:8]=[C:9]2[O:14][CH2:13][C:12](=[O:15])[NH:11][C:10]=12)=[O:4]. (3) Given the product [Br:17][C:13]1[N:12]=[C:11]([NH:10][C@H:8]([C:4]2[CH:3]=[C:2]([NH:1][C:24](=[O:25])[C:23]3[CH:27]=[C:19]([CH3:18])[CH:20]=[N:21][CH:22]=3)[CH:7]=[CH:6][CH:5]=2)[CH3:9])[CH:16]=[CH:15][CH:14]=1, predict the reactants needed to synthesize it. The reactants are: [NH2:1][C:2]1[CH:3]=[C:4]([C@@H:8]([NH:10][C:11]2[CH:16]=[CH:15][CH:14]=[C:13]([Br:17])[N:12]=2)[CH3:9])[CH:5]=[CH:6][CH:7]=1.[CH3:18][C:19]1[CH:20]=[N:21][CH:22]=[C:23]([CH:27]=1)[C:24](O)=[O:25].Cl.CN(C)CCCN=C=NCC.N1(C2C=CN=CC=2)CCCC1.C(N(CC)CC)C. (4) Given the product [CH:17]1([CH:23]([O:16][C:15]2[CH:14]=[CH:13][C:4]([CH2:5][N:6]3[CH2:10][C@@H:9]([CH3:11])[O:8][C:7]3=[O:12])=[CH:3][C:2]=2[F:1])[CH3:24])[CH2:22][CH2:21][CH2:20][CH2:19][CH2:18]1, predict the reactants needed to synthesize it. The reactants are: [F:1][C:2]1[CH:3]=[C:4]([CH:13]=[CH:14][C:15]=1[OH:16])[CH2:5][N:6]1[CH2:10][C@@H:9]([CH3:11])[O:8][C:7]1=[O:12].[CH:17]1([CH:23](O)[CH3:24])[CH2:22][CH2:21][CH2:20][CH2:19][CH2:18]1.N(C(OC(C)(C)C)=O)=NC(OC(C)(C)C)=O.C1(P(C2C=CC=CC=2)C2C=CC=CC=2)C=CC=CC=1. (5) Given the product [Cl:10][C:8]1[CH:9]=[C:4]2[C:5](=[C:6]([CH3:11])[CH:7]=1)[NH:12][C:13]([C:15]1[N:16]([C:24]3[C:29]([Cl:30])=[CH:28][CH:27]=[CH:26][N:25]=3)[N:17]=[C:18]([C:20]([F:23])([F:22])[F:21])[CH:19]=1)=[N:2][C:1]2=[O:3], predict the reactants needed to synthesize it. The reactants are: [C:1]([C:4]1[CH:9]=[C:8]([Cl:10])[CH:7]=[C:6]([CH3:11])[C:5]=1[NH:12][C:13]([C:15]1[N:16]([C:24]2[C:29]([Cl:30])=[CH:28][CH:27]=[CH:26][N:25]=2)[N:17]=[C:18]([C:20]([F:23])([F:22])[F:21])[CH:19]=1)=O)(=[O:3])[NH2:2].[OH-].[Na+].O.Cl. (6) Given the product [Br:12][C:13]1[CH:19]=[C:18]([Br:20])[CH:17]=[CH:16][C:14]=1[NH:15][C:2]1[CH:7]=[CH:6][CH:5]=[CH:4][C:3]=1[CH2:8][C:9]([OH:11])=[O:10], predict the reactants needed to synthesize it. The reactants are: Br[C:2]1[CH:7]=[CH:6][CH:5]=[CH:4][C:3]=1[CH2:8][C:9]([OH:11])=[O:10].[Br:12][C:13]1[CH:19]=[C:18]([Br:20])[CH:17]=[CH:16][C:14]=1[NH2:15].